From a dataset of Forward reaction prediction with 1.9M reactions from USPTO patents (1976-2016). Predict the product of the given reaction. (1) Given the reactants [CH3:1][O:2][C:3](=[O:15])[C:4]1[CH:9]=[CH:8][C:7]([C:10]([F:13])([F:12])[F:11])=[C:6]([OH:14])[CH:5]=1.[F:16][C:17]([F:30])([F:29])[S:18](O[S:18]([C:17]([F:30])([F:29])[F:16])(=[O:20])=[O:19])(=[O:20])=[O:19].C(=O)(O)[O-].[Na+], predict the reaction product. The product is: [CH3:1][O:2][C:3](=[O:15])[C:4]1[CH:9]=[CH:8][C:7]([C:10]([F:13])([F:12])[F:11])=[C:6]([O:14][S:18]([C:17]([F:30])([F:29])[F:16])(=[O:20])=[O:19])[CH:5]=1. (2) Given the reactants C(OC(=O)[NH:7][C:8]1[CH:13]=[CH:12][CH:11]=[CH:10][C:9]=1[NH:14][C:15](=[O:35])/[CH:16]=[CH:17]/[C:18]1[CH:22]=[CH:21][N:20]([S:23]([C:26]2[CH:31]=[CH:30][C:29]([N:32]([CH3:34])[CH3:33])=[CH:28][CH:27]=2)(=[O:25])=[O:24])[CH:19]=1)(C)(C)C.C(O)(C(F)(F)F)=O, predict the reaction product. The product is: [NH2:7][C:8]1[CH:13]=[CH:12][CH:11]=[CH:10][C:9]=1[NH:14][C:15](=[O:35])/[CH:16]=[CH:17]/[C:18]1[CH:22]=[CH:21][N:20]([S:23]([C:26]2[CH:27]=[CH:28][C:29]([N:32]([CH3:33])[CH3:34])=[CH:30][CH:31]=2)(=[O:25])=[O:24])[CH:19]=1. (3) Given the reactants C(N(CC)CC)C.CN(C(ON1N=NC2C=CC=NC1=2)=[N+](C)C)C.F[P-](F)(F)(F)(F)F.[S:32]1[C:36]2[CH:37]=[CH:38][CH:39]=[CH:40][C:35]=2[CH:34]=[C:33]1[C:41]([OH:43])=O.Cl.[NH2:45][C@@H:46]([C:48]1[S:52][C:51]([C:53]([O:55][C:56]([CH3:59])([CH3:58])[CH3:57])=[O:54])=[CH:50][CH:49]=1)[CH3:47], predict the reaction product. The product is: [S:32]1[C:36]2[CH:37]=[CH:38][CH:39]=[CH:40][C:35]=2[CH:34]=[C:33]1[C:41]([NH:45][C@@H:46]([C:48]1[S:52][C:51]([C:53]([O:55][C:56]([CH3:57])([CH3:59])[CH3:58])=[O:54])=[CH:50][CH:49]=1)[CH3:47])=[O:43]. (4) Given the reactants [Cl:1][C:2]1[CH:3]=[C:4]([NH:9][C:10]([NH:12][C:13]2[N:18]=[C:17]([CH3:19])[CH:16]=[C:15]([NH:20][C@@H:21]3[CH2:26][CH2:25][CH2:24][NH:23][CH2:22]3)[N:14]=2)=[NH:11])[CH:5]=[CH:6][C:7]=1[Cl:8].[CH:27](=O)[CH3:28].C([BH3-])#N.[Na+], predict the reaction product. The product is: [CH2:27]([N:23]1[CH2:24][CH2:25][CH2:26][C@@H:21]([NH:20][C:15]2[CH:16]=[C:17]([CH3:19])[N:18]=[C:13]([NH:12][C:10]([NH:9][C:4]3[CH:5]=[CH:6][C:7]([Cl:8])=[C:2]([Cl:1])[CH:3]=3)=[NH:11])[N:14]=2)[CH2:22]1)[CH3:28]. (5) Given the reactants COCCN(S(F)(F)[F:11])CCOC.[C:14]([N:21]1[CH2:25][CH2:24][C@@H:23](O)[CH2:22]1)([O:16][C:17]([CH3:20])([CH3:19])[CH3:18])=[O:15].C(=O)([O-])O.[Na+], predict the reaction product. The product is: [F:11][C@H:23]1[CH2:24][CH2:25][N:21]([C:14]([O:16][C:17]([CH3:20])([CH3:19])[CH3:18])=[O:15])[CH2:22]1. (6) The product is: [CH2:1]([O:3][C:4]([N:6]1[C:15]2[C:10](=[N:11][C:12]([O:16][CH3:17])=[CH:13][CH:14]=2)[C@@H:9]([NH:18][C:19]2[N:20]=[C:21]([CH2:32][C:33]3[CH:38]=[C:37]([C:39]([F:40])([F:41])[F:42])[CH:36]=[C:35]([C:43]([F:45])([F:46])[F:44])[CH:34]=3)[C:22]([O:54][CH2:53][C:55]([OH:57])=[O:56])=[CH:23][N:24]=2)[CH2:8][C@H:7]1[CH2:47][CH3:48])=[O:5])[CH3:2]. Given the reactants [CH2:1]([O:3][C:4]([N:6]1[C:15]2[C:10](=[N:11][C:12]([O:16][CH3:17])=[CH:13][CH:14]=2)[C@@H:9]([NH:18][C:19]2[N:24]=[C:23](OC)[C:22](C(OCC)=O)=[C:21]([CH2:32][C:33]3[CH:38]=[C:37]([C:39]([F:42])([F:41])[F:40])[CH:36]=[C:35]([C:43]([F:46])([F:45])[F:44])[CH:34]=3)[N:20]=2)[CH2:8][C@H:7]1[CH2:47][CH3:48])=[O:5])[CH3:2].[OH-].[Na+].C(O)(=O)C[C:53](CC(O)=O)([C:55]([OH:57])=[O:56])[OH:54], predict the reaction product. (7) Given the reactants [BH4-].[Li+].[CH2:3]([N:10]([C@H:18]1[C@@H:22]2[O:23][C:24]([CH3:27])([CH3:26])[O:25][C@@H:21]2[C@@H:20]([O:28][CH2:29][C:30](OC(C)(C)C)=[O:31])[CH2:19]1)[CH2:11][C:12]1[CH:17]=[CH:16][CH:15]=[CH:14][CH:13]=1)[C:4]1[CH:9]=[CH:8][CH:7]=[CH:6][CH:5]=1.CO.[Cl-].[Na+], predict the reaction product. The product is: [CH2:3]([N:10]([C@H:18]1[C@@H:22]2[O:23][C:24]([CH3:26])([CH3:27])[O:25][C@@H:21]2[C@@H:20]([O:28][CH2:29][CH2:30][OH:31])[CH2:19]1)[CH2:11][C:12]1[CH:13]=[CH:14][CH:15]=[CH:16][CH:17]=1)[C:4]1[CH:5]=[CH:6][CH:7]=[CH:8][CH:9]=1.